From a dataset of HIV replication inhibition screening data with 41,000+ compounds from the AIDS Antiviral Screen. Binary Classification. Given a drug SMILES string, predict its activity (active/inactive) in a high-throughput screening assay against a specified biological target. The molecule is CCCCCCCCCC(=O)CC(=O)c1ccc(O)cc1O. The result is 0 (inactive).